Dataset: Reaction yield outcomes from USPTO patents with 853,638 reactions. Task: Predict the reaction yield, written as a fraction of the theoretical maximum amount of product (1.0 means a 100% yield; for example, 0.34 means a 34% yield). (1) The reactants are [CH:1]1[C:11]2[CH:10]=[CH:9][C:8]3[CH:12]=[CH:13][CH:14]=[CH:15][C:7]=3[NH:6][C:5]=2[CH:4]=[CH:3][CH:2]=1.S([O-])([O-])(=O)=O.[CH2:21]([N+:25](CCCC)(CCCC)CCCC)[CH2:22]CC.C([N+](CCCC)(CCCC)CCCC)CCC.BrCC#N.[OH-].[Na+]. The catalyst is C(Cl)Cl.O. The product is [CH:1]1[C:11]2[CH:10]=[CH:9][C:8]3[CH:12]=[CH:13][CH:14]=[CH:15][C:7]=3[N:6]([CH2:22][C:21]#[N:25])[C:5]=2[CH:4]=[CH:3][CH:2]=1. The yield is 0.500. (2) The reactants are [CH2:1]([O:8][CH2:9][CH2:10][C:11]1([C:15](OCC)=[O:16])[CH2:14][CH2:13][CH2:12]1)[C:2]1[CH:7]=[CH:6][CH:5]=[CH:4][CH:3]=1.[H-].[Al+3].[Li+].[H-].[H-].[H-]. The catalyst is C(OCC)C.O1CCCC1. The product is [CH2:1]([O:8][CH2:9][CH2:10][C:11]1([CH2:15][OH:16])[CH2:14][CH2:13][CH2:12]1)[C:2]1[CH:7]=[CH:6][CH:5]=[CH:4][CH:3]=1. The yield is 0.950. (3) The reactants are [OH-].[Na+].[Cl:3][C:4]1[CH:5]=[C:6]2[CH:12]=[CH:11][NH:10][C:7]2=[N:8][CH:9]=1.C1(C)C=CC=CC=1.Br[CH2:21][C:22]([O:24]C)=[O:23]. The catalyst is O.[Br-].C([N+](CCCC)(CCCC)CCCC)CCC. The product is [Cl:3][C:4]1[CH:5]=[C:6]2[CH:12]=[CH:11][N:10]([CH2:21][C:22]([OH:24])=[O:23])[C:7]2=[N:8][CH:9]=1. The yield is 0.970.